This data is from Forward reaction prediction with 1.9M reactions from USPTO patents (1976-2016). The task is: Predict the product of the given reaction. Given the reactants [Cl:1][C:2]1[N:7]=[CH:6][C:5]([C:8]2[S:12][C:11]([NH:13]C(=O)C)=[N:10][C:9]=2[CH3:17])=[CH:4][C:3]=1[NH:18][S:19]([C:22]1[CH:27]=[CH:26][CH:25]=[CH:24][CH:23]=1)(=[O:21])=[O:20].Cl, predict the reaction product. The product is: [NH2:13][C:11]1[S:12][C:8]([C:5]2[CH:4]=[C:3]([NH:18][S:19]([C:22]3[CH:23]=[CH:24][CH:25]=[CH:26][CH:27]=3)(=[O:21])=[O:20])[C:2]([Cl:1])=[N:7][CH:6]=2)=[C:9]([CH3:17])[N:10]=1.